From a dataset of Peptide-MHC class II binding affinity with 134,281 pairs from IEDB. Regression. Given a peptide amino acid sequence and an MHC pseudo amino acid sequence, predict their binding affinity value. This is MHC class II binding data. The peptide sequence is APYVAWMRATAIQAE. The MHC is DRB1_0101 with pseudo-sequence DRB1_0101. The binding affinity (normalized) is 0.617.